Task: Predict which catalyst facilitates the given reaction.. Dataset: Catalyst prediction with 721,799 reactions and 888 catalyst types from USPTO (1) Reactant: [N:1]1[CH:6]=[CH:5][CH:4]=[CH:3][C:2]=1[N:7]([CH2:30][CH2:31][C:32]([O:34][CH3:35])=[O:33])[C:8]([C:10]1[CH:11]=[C:12]2[N:18]=[C:17]([CH2:19][CH2:20][C:21]3[CH:26]=[CH:25][C:24]([C:27]#[N:28])=[CH:23][CH:22]=3)[N:16]([CH3:29])[C:13]2=[N:14][CH:15]=1)=[O:9].[ClH:36].C(=O)([O-])[O-].[NH4+:41].[NH4+].C(OCC)(=O)C.C(O)C.N. Product: [ClH:36].[N:1]1[CH:6]=[CH:5][CH:4]=[CH:3][C:2]=1[N:7]([CH2:30][CH2:31][C:32]([O:34][CH3:35])=[O:33])[C:8]([C:10]1[CH:11]=[C:12]2[N:18]=[C:17]([CH2:19][CH2:20][C:21]3[CH:22]=[CH:23][C:24]([C:27](=[NH:41])[NH2:28])=[CH:25][CH:26]=3)[N:16]([CH3:29])[C:13]2=[N:14][CH:15]=1)=[O:9]. The catalyst class is: 5. (2) The catalyst class is: 2. Reactant: [Br:1][C:2]1[CH:3]=[CH:4][C:5](/[CH:8]=[CH:9]/[C@H:10]2[C@H:18]([CH3:19])[C:17]([F:21])([F:20])[CH2:16][C@:15]3([CH:22]([OH:29])[C:23]#[C:24][C:25]([CH3:28])([CH3:27])[CH3:26])[C@H:11]2[C@@H:12]([CH3:31])[O:13][C:14]3=[O:30])=[N:6][CH:7]=1.C(=O)(O)[O-].[Na+].CC(OI1(OC(C)=O)(OC(C)=O)OC(=O)C2C=CC=CC1=2)=O. Product: [Br:1][C:2]1[CH:3]=[CH:4][C:5](/[CH:8]=[CH:9]/[C@H:10]2[C@H:18]([CH3:19])[C:17]([F:21])([F:20])[CH2:16][C@:15]3([C:22](=[O:29])[C:23]#[C:24][C:25]([CH3:27])([CH3:26])[CH3:28])[C@H:11]2[C@@H:12]([CH3:31])[O:13][C:14]3=[O:30])=[N:6][CH:7]=1. (3) Reactant: Br[C:2]1[S:3][C:4]([Br:8])=[CH:5][C:6]=1[Br:7].CCCCCC.[Li]CCCC.[CH3:20][C:21]([CH3:23])=[O:22]. Product: [Br:7][C:6]1[CH:5]=[C:4]([Br:8])[S:3][C:2]=1[C:21]([OH:22])([CH3:23])[CH3:20]. The catalyst class is: 28. (4) Reactant: [CH:1]1([C@H:7]2[CH2:12][C@@H:11]([C:13]3[O:17][NH:16][C:15](=[O:18])[CH:14]=3)[CH2:10][CH2:9][N:8]2C(OC)=O)[CH2:6][CH2:5][CH2:4][CH2:3][CH2:2]1. Product: [CH:1]1([C@H:7]2[CH2:12][C@@H:11]([C:13]3[O:17][NH:16][C:15](=[O:18])[CH:14]=3)[CH2:10][CH2:9][NH:8]2)[CH2:2][CH2:3][CH2:4][CH2:5][CH2:6]1. The catalyst class is: 201. (5) Reactant: Cl[C:2]1[CH:7]=[CH:6][C:5](/[CH:8]=[CH:9]/[C:10]([N:12]2[CH2:17][CH2:16][N:15]([C:18](=[O:20])[CH3:19])[CH2:14][CH2:13]2)=[O:11])=[CH:4][C:3]=1[N+:21]([O-:23])=[O:22].[CH3:24][C:25]1[CH:26]=[C:27]([SH:32])[CH:28]=[CH:29][C:30]=1[CH3:31].C(=O)([O-])[O-].[K+].[K+]. Product: [CH3:24][C:25]1[CH:26]=[C:27]([S:32][C:2]2[CH:7]=[CH:6][C:5](/[CH:8]=[CH:9]/[C:10]([N:12]3[CH2:17][CH2:16][N:15]([C:18](=[O:20])[CH3:19])[CH2:14][CH2:13]3)=[O:11])=[CH:4][C:3]=2[N+:21]([O-:23])=[O:22])[CH:28]=[CH:29][C:30]=1[CH3:31]. The catalyst class is: 9. (6) Reactant: [Cl-].[Al+3].[Cl-].[Cl-].[C:5]([C:9]1[CH:14]=[CH:13][CH:12]=[CH:11][C:10]=1[OH:15])([CH3:8])([CH3:7])[CH3:6].[C:16](Cl)(=[O:18])[CH3:17]. Product: [C:5]([C:9]1[CH:14]=[C:13]([C:16](=[O:18])[CH3:17])[CH:12]=[CH:11][C:10]=1[OH:15])([CH3:8])([CH3:6])[CH3:7]. The catalyst class is: 11. (7) Reactant: [Si:1]([O:8][C:9]1[CH:14]=[CH:13][C:12]([C:15]2[N:16]=[C:17]([C:22]3[C:31]4[C:26](=[CH:27][CH:28]=[CH:29][CH:30]=4)[CH:25]=[CH:24][CH:23]=3)[C:18]([NH2:21])=[N:19][CH:20]=2)=[CH:11][CH:10]=1)([C:4]([CH3:7])([CH3:6])[CH3:5])([CH3:3])[CH3:2].[Si:32]([O:39][C:40]1[CH:45]=[CH:44][C:43]([CH2:46][C:47](Cl)=[O:48])=[CH:42][CH:41]=1)([C:35]([CH3:38])([CH3:37])[CH3:36])([CH3:34])[CH3:33].O. Product: [Si:32]([O:39][C:40]1[CH:41]=[CH:42][C:43]([CH2:46][C:47]([NH:21][C:18]2[C:17]([C:22]3[C:31]4[C:26](=[CH:27][CH:28]=[CH:29][CH:30]=4)[CH:25]=[CH:24][CH:23]=3)=[N:16][C:15]([C:12]3[CH:13]=[CH:14][C:9]([O:8][Si:1]([C:4]([CH3:7])([CH3:5])[CH3:6])([CH3:3])[CH3:2])=[CH:10][CH:11]=3)=[CH:20][N:19]=2)=[O:48])=[CH:44][CH:45]=1)([C:35]([CH3:38])([CH3:37])[CH3:36])([CH3:34])[CH3:33]. The catalyst class is: 341.